This data is from Forward reaction prediction with 1.9M reactions from USPTO patents (1976-2016). The task is: Predict the product of the given reaction. Given the reactants [H-].[Al+3].[Li+].[H-].[H-].[H-].[CH2:7]([C:11]1[CH:19]=[CH:18][C:14]([C:15](O)=[O:16])=[CH:13][CH:12]=1)[CH:8]([CH3:10])[CH3:9], predict the reaction product. The product is: [CH2:7]([C:11]1[CH:12]=[CH:13][C:14]([CH2:15][OH:16])=[CH:18][CH:19]=1)[CH:8]([CH3:10])[CH3:9].